This data is from Forward reaction prediction with 1.9M reactions from USPTO patents (1976-2016). The task is: Predict the product of the given reaction. (1) Given the reactants Br[C:2]1[CH:7]=[CH:6][C:5]([CH2:8][CH2:9][CH2:10][N:11]2[CH2:16][CH2:15][N:14]([CH3:17])[CH2:13][CH2:12]2)=[C:4]([Cl:18])[C:3]=1[CH3:19].C(=O)=O.CC(C)=O.[Li]CCCC.C(O[B:36]1[O:40][C:39]([CH3:42])([CH3:41])[C:38]([CH3:44])([CH3:43])[O:37]1)(C)C, predict the reaction product. The product is: [Cl:18][C:4]1[C:3]([CH3:19])=[C:2]([B:36]2[O:40][C:39]([CH3:42])([CH3:41])[C:38]([CH3:44])([CH3:43])[O:37]2)[CH:7]=[CH:6][C:5]=1[CH2:8][CH2:9][CH2:10][N:11]1[CH2:16][CH2:15][N:14]([CH3:17])[CH2:13][CH2:12]1. (2) Given the reactants CN.[C:3]([C:7]1[CH:12]=[CH:11][C:10]([CH2:13][C:14]([NH:16][CH3:17])=O)=[C:9]([O:18]C)[CH:8]=1)([CH3:6])([CH3:5])[CH3:4], predict the reaction product. The product is: [C:3]([C:7]1[CH:12]=[CH:11][C:10]([CH2:13][CH2:14][NH:16][CH3:17])=[C:9]([OH:18])[CH:8]=1)([CH3:6])([CH3:4])[CH3:5]. (3) The product is: [Cl:1][C:2]1[C:3](=[O:19])[N:4]([CH:9]2[CH2:14][C:13]([CH3:16])([CH3:15])[CH2:12][C:11]([CH3:18])([CH3:17])[CH2:10]2)[N:5]=[CH:6][C:7]=1[NH:23][CH2:20][CH2:21][CH3:22]. Given the reactants [Cl:1][C:2]1[C:3](=[O:19])[N:4]([CH:9]2[CH2:14][C:13]([CH3:16])([CH3:15])[CH2:12][C:11]([CH3:18])([CH3:17])[CH2:10]2)[N:5]=[CH:6][C:7]=1Cl.[CH2:20]([NH2:23])[CH2:21][CH3:22], predict the reaction product.